From a dataset of Forward reaction prediction with 1.9M reactions from USPTO patents (1976-2016). Predict the product of the given reaction. (1) Given the reactants [CH3:1][C:2]1([CH3:14])[C:6]([CH3:8])([CH3:7])[O:5][B:4]([C:9]2[CH:10]=[N:11][NH:12][CH:13]=2)[O:3]1.[C:15]([CH:17]=[CH:18][CH2:19][CH:20]1[CH2:25][CH2:24][N:23]([C:26]([O:28][C:29]([CH3:32])([CH3:31])[CH3:30])=[O:27])[CH2:22][CH2:21]1)#[N:16].N12CCCN=C1CCCCC2, predict the reaction product. The product is: [C:15]([CH2:17][CH:18]([N:12]1[CH:13]=[C:9]([B:4]2[O:5][C:6]([CH3:7])([CH3:8])[C:2]([CH3:14])([CH3:1])[O:3]2)[CH:10]=[N:11]1)[CH2:19][CH:20]1[CH2:21][CH2:22][N:23]([C:26]([O:28][C:29]([CH3:32])([CH3:31])[CH3:30])=[O:27])[CH2:24][CH2:25]1)#[N:16]. (2) Given the reactants [H-].[H-].[H-].[H-].[Li+].[Al+3].[C:7]1([C@@H:13]([N@@:15]2[CH2:17][CH:16]2[C:18](OC)=[O:19])[CH3:14])[CH:12]=[CH:11][CH:10]=[CH:9][CH:8]=1.C1([C@@H]([N@]2CC2C(OC)=O)C)C=CC=CC=1.[OH-].[K+], predict the reaction product. The product is: [C:7]1([C@@H:13]([N@:15]2[CH2:17][CH:16]2[CH2:18][OH:19])[CH3:14])[CH:8]=[CH:9][CH:10]=[CH:11][CH:12]=1. (3) Given the reactants [CH3:1][O:2][C:3](=[O:18])[C:4]1[CH:9]=[CH:8][C:7]([S:10][C:11]2[CH:16]=[CH:15][C:14]([CH3:17])=[CH:13][N:12]=2)=[CH:6][CH:5]=1.C1C(=O)N([Br:26])C(=O)C1.C(OOC(=O)C1C=CC=CC=1)(=O)C1C=CC=CC=1, predict the reaction product. The product is: [CH3:1][O:2][C:3](=[O:18])[C:4]1[CH:9]=[CH:8][C:7]([S:10][C:11]2[CH:16]=[CH:15][C:14]([CH2:17][Br:26])=[CH:13][N:12]=2)=[CH:6][CH:5]=1. (4) The product is: [CH3:30][NH:31][C:32](=[O:33])[C:34]1[CH:35]=[CH:36][CH:37]=[C:38]([O:24][C:22]2[CH:21]=[CH:20][C:19]([O:25][C:26]([F:28])([F:29])[F:27])=[C:18]([C@@H:8]3[C@@H:9]([OH:17])[C@@H:10]([OH:16])[C@H:11]([OH:12])[C@@H:6]([CH2:5][OH:4])[O:7]3)[CH:23]=2)[CH:39]=1. Given the reactants C([O:4][CH2:5][C@@H:6]1[C@@H:11]([O:12]C(=O)C)[C@H:10]([OH:16])[C@H:9]([OH:17])[C@@H:8]([C:18]2[CH:23]=[C:22]([OH:24])[CH:21]=[CH:20][C:19]=2[O:25][C:26]([F:29])([F:28])[F:27])[O:7]1)(=O)C.[CH3:30][NH:31][C:32]([C:34]1[CH:35]=[C:36](B(O)O)[CH:37]=[CH:38][CH:39]=1)=[O:33], predict the reaction product. (5) Given the reactants COC1C=CC(C[N:8](CC2C=CC(OC)=CC=2)[S:9]([C@@H:12]([C@@H:14]([CH3:18])[CH2:15][CH:16]=[CH2:17])[CH3:13])(=[O:11])=[O:10])=CC=1.COC1C=CC(C[N:37](CC2C=CC(OC)=CC=2)[S:38]([C@H:41]([C@@H:43]([CH3:47])[CH2:44][CH:45]=[CH2:46])[CH3:42])(=[O:40])=[O:39])=CC=1, predict the reaction product. The product is: [CH3:18][C@@H:14]([CH2:15][CH:16]=[CH2:17])[C@H:12]([S:9]([NH2:8])(=[O:11])=[O:10])[CH3:13].[CH3:47][C@@H:43]([CH2:44][CH:45]=[CH2:46])[C@@H:41]([S:38]([NH2:37])(=[O:40])=[O:39])[CH3:42].